Dataset: Full USPTO retrosynthesis dataset with 1.9M reactions from patents (1976-2016). Task: Predict the reactants needed to synthesize the given product. (1) Given the product [F:26][C:25]1[C:20]([NH:19][C:15]2[CH:14]=[C:13]([NH:12][C:10]([CH:9]3[CH2:8][O:39]3)=[O:11])[CH:18]=[CH:17][CH:16]=2)=[N:21][C:22]([NH:27][C:28]2[CH:29]=[CH:30][C:31]([O:34][CH2:35][CH2:36][O:37][CH3:38])=[CH:32][CH:33]=2)=[N:23][CH:24]=1, predict the reactants needed to synthesize it. The reactants are: N#N.CS(O[CH2:8][CH:9]([OH:39])[C:10]([NH:12][C:13]1[CH:18]=[CH:17][CH:16]=[C:15]([NH:19][C:20]2[C:25]([F:26])=[CH:24][N:23]=[C:22]([NH:27][C:28]3[CH:33]=[CH:32][C:31]([O:34][CH2:35][CH2:36][O:37][CH3:38])=[CH:30][CH:29]=3)[N:21]=2)[CH:14]=1)=[O:11])(=O)=O.C1COCC1.[H-].[Na+]. (2) Given the product [F:27][C:21]1[CH:20]=[CH:19][C:18]([C:17]2[C:12]([C@@H:3]([NH:2][C:40](=[O:41])[CH2:39][CH:32]3[C:31]4[C:35](=[CH:36][CH:37]=[C:29]([F:28])[CH:30]=4)[NH:34][C:33]3=[O:38])[CH2:4][C:5]3[CH:10]=[CH:9][CH:8]=[C:7]([F:11])[CH:6]=3)=[N:13][CH:14]=[CH:15][CH:16]=2)=[CH:26][C:22]=1[C:23]([NH2:25])=[O:24], predict the reactants needed to synthesize it. The reactants are: Cl.[NH2:2][C@H:3]([C:12]1[C:17]([C:18]2[CH:19]=[CH:20][C:21]([F:27])=[C:22]([CH:26]=2)[C:23]([NH2:25])=[O:24])=[CH:16][CH:15]=[CH:14][N:13]=1)[CH2:4][C:5]1[CH:10]=[CH:9][CH:8]=[C:7]([F:11])[CH:6]=1.[F:28][C:29]1[CH:30]=[C:31]2[C:35](=[CH:36][CH:37]=1)[NH:34][C:33](=[O:38])[CH:32]2[CH2:39][C:40](O)=[O:41]. (3) Given the product [CH:16]1([C:3]2[CH:8]=[CH:7][CH:6]=[CH:5][C:4]=2[C:9]2[O:10][CH2:11][C:12]([CH3:15])([CH3:14])[N:13]=2)[CH2:18][CH2:17]1, predict the reactants needed to synthesize it. The reactants are: CO[C:3]1[CH:8]=[CH:7][CH:6]=[CH:5][C:4]=1[C:9]1[O:10][CH2:11][C:12]([CH3:15])([CH3:14])[N:13]=1.[CH:16]1([Mg]Br)[CH2:18][CH2:17]1. (4) Given the product [N:15]1([C:12]2[CH:13]=[CH:14][C:9]([NH:8][C:6]3[N:7]=[C:2]([C:31]4[CH:32]=[CH:33][C:28]([NH:27][C:24](=[O:26])[CH3:25])=[CH:29][CH:30]=4)[C:3]4[CH:23]=[CH:22][NH:21][C:4]=4[N:5]=3)=[CH:10][CH:11]=2)[CH2:20][CH2:19][O:18][CH2:17][CH2:16]1, predict the reactants needed to synthesize it. The reactants are: Br[C:2]1[C:3]2[CH:23]=[CH:22][NH:21][C:4]=2[N:5]=[C:6]([NH:8][C:9]2[CH:14]=[CH:13][C:12]([N:15]3[CH2:20][CH2:19][O:18][CH2:17][CH2:16]3)=[CH:11][CH:10]=2)[N:7]=1.[C:24]([NH:27][C:28]1[CH:33]=[CH:32][C:31](B(O)O)=[CH:30][CH:29]=1)(=[O:26])[CH3:25]. (5) Given the product [CH3:13][O:11][C:5]1[CH:6]=[C:7]([N+:8]([O-:10])=[O:9])[C:2]([Br:1])=[CH:3][C:4]=1[F:12], predict the reactants needed to synthesize it. The reactants are: [Br:1][C:2]1[C:7]([N+:8]([O-:10])=[O:9])=[CH:6][C:5]([OH:11])=[C:4]([F:12])[CH:3]=1.[C:13](=O)([O-])[O-].[K+].[K+].CI. (6) Given the product [CH2:17]([O:1][C:2]1[CH:9]=[C:8]([O:14][CH2:11][C:2]2[CH:9]=[CH:8][CH:7]=[CH:6][CH:3]=2)[CH:7]=[CH:6][C:3]=1[CH:4]=[O:5])[C:18]1[CH:23]=[CH:22][CH:21]=[CH:20][CH:19]=1, predict the reactants needed to synthesize it. The reactants are: [OH:1][C:2]1[CH:9]=[C:8](O)[CH:7]=[CH:6][C:3]=1[CH:4]=[O:5].[C:11]([O-:14])([O-])=O.[K+].[K+].[CH2:17](Br)[C:18]1[CH:23]=[CH:22][CH:21]=[CH:20][CH:19]=1.